This data is from Full USPTO retrosynthesis dataset with 1.9M reactions from patents (1976-2016). The task is: Predict the reactants needed to synthesize the given product. (1) Given the product [F:13][C:12]([F:15])([F:14])[C:10]([O:1][C@@H:2]1[CH2:6][C:7](=[O:8])[O:9][C:3]1=[O:5])=[O:11], predict the reactants needed to synthesize it. The reactants are: [OH:1][C@H:2]([CH2:6][C:7]([OH:9])=[O:8])[C:3]([OH:5])=O.[C:10](O[C:10]([C:12]([F:15])([F:14])[F:13])=[O:11])([C:12]([F:15])([F:14])[F:13])=[O:11]. (2) Given the product [NH:35]1[C:36]2[C:32](=[CH:31][CH:30]=[C:29]([CH2:28][N:10]3[CH:11]=[CH:12][C:13]([C:15]4[CH:20]=[CH:19][N:18]=[C:17]([NH:21][CH:22]5[CH2:27][CH2:26][O:25][CH2:24][CH2:23]5)[N:16]=4)=[CH:14][C:9]3=[O:8])[CH:37]=2)[CH:33]=[CH:34]1, predict the reactants needed to synthesize it. The reactants are: C(O)(C(F)(F)F)=O.[O:8]=[C:9]1[CH:14]=[C:13]([C:15]2[CH:20]=[CH:19][N:18]=[C:17]([NH:21][CH:22]3[CH2:27][CH2:26][O:25][CH2:24][CH2:23]3)[N:16]=2)[CH:12]=[CH:11][N:10]1[CH2:28][C:29]1[CH:37]=[C:36]2[C:32]([CH:33]=[CH:34][N:35]2C(OC(C)(C)C)=O)=[CH:31][CH:30]=1.C([O-])(O)=O.[Na+].CC#N.